This data is from Reaction yield outcomes from USPTO patents with 853,638 reactions. The task is: Predict the reaction yield, written as a fraction of the theoretical maximum amount of product (1.0 means a 100% yield; for example, 0.34 means a 34% yield). The reactants are [Cl:1][C:2]1[C:7]([O:8][CH3:9])=[CH:6][C:5]([O:10][CH3:11])=[C:4]([Cl:12])[C:3]=1[C:13]1[C:24](=[O:25])[NH:23][C:16]2[N:17]=[C:18]([S:21][CH3:22])[N:19]=[CH:20][C:15]=2[CH:14]=1.CS(O[CH2:31][CH2:32][NH:33][C:34](=[O:40])[O:35][C:36]([CH3:39])([CH3:38])[CH3:37])(=O)=O.C([O-])([O-])=O.[K+].[K+]. The catalyst is CN(C=O)C. The product is [Cl:1][C:2]1[C:7]([O:8][CH3:9])=[CH:6][C:5]([O:10][CH3:11])=[C:4]([Cl:12])[C:3]=1[C:13]1[C:24](=[O:25])[N:23]([CH2:31][CH2:32][NH:33][C:34](=[O:40])[O:35][C:36]([CH3:39])([CH3:38])[CH3:37])[C:16]2[N:17]=[C:18]([S:21][CH3:22])[N:19]=[CH:20][C:15]=2[CH:14]=1. The yield is 0.920.